Task: Binary Classification. Given a drug SMILES string, predict its activity (active/inactive) in a high-throughput screening assay against a specified biological target.. Dataset: Cav3 T-type calcium channel HTS with 100,875 compounds (1) The drug is O=C(N1CCCC1)Nc1ccccc1. The result is 0 (inactive). (2) The drug is O(c1c(C(C)C)ccc(c1)C)CC(=O)Nc1c(N2CCN(CC2)C)cccc1. The result is 0 (inactive). (3) The compound is S(CC(=O)N1CCOCC1)c1nc(cc(c1C#N)C(F)(F)F)c1ccccc1. The result is 0 (inactive). (4) The compound is O=c1n(nc(c2c1cccc2)CC(OCC)=O)CCc1ncccc1. The result is 0 (inactive). (5) The drug is Brc1cc(c2n(CC)c(=S)[nH]n2)ccc1. The result is 0 (inactive). (6) The drug is O1CCN(CC1)C(=O)CCCOC(=O)c1ccccc1. The result is 0 (inactive). (7) The result is 0 (inactive). The compound is S(c1oc(c(C2c3c([nH]nc3OC(N)=C2C#N)C)c1)C)CC.